From a dataset of NCI-60 drug combinations with 297,098 pairs across 59 cell lines. Regression. Given two drug SMILES strings and cell line genomic features, predict the synergy score measuring deviation from expected non-interaction effect. (1) Drug 1: C1=NC(=NC(=O)N1C2C(C(C(O2)CO)O)O)N. Drug 2: CC1CCC2CC(C(=CC=CC=CC(CC(C(=O)C(C(C(=CC(C(=O)CC(OC(=O)C3CCCCN3C(=O)C(=O)C1(O2)O)C(C)CC4CCC(C(C4)OC)OCCO)C)C)O)OC)C)C)C)OC. Cell line: HCT-15. Synergy scores: CSS=9.53, Synergy_ZIP=-6.63, Synergy_Bliss=0.0976, Synergy_Loewe=-2.06, Synergy_HSA=-0.567. (2) Drug 1: CC(C1=C(C=CC(=C1Cl)F)Cl)OC2=C(N=CC(=C2)C3=CN(N=C3)C4CCNCC4)N. Drug 2: C1=C(C(=O)NC(=O)N1)N(CCCl)CCCl. Synergy scores: CSS=44.2, Synergy_ZIP=1.54, Synergy_Bliss=3.12, Synergy_Loewe=-0.601, Synergy_HSA=1.42. Cell line: SF-268.